From a dataset of Full USPTO retrosynthesis dataset with 1.9M reactions from patents (1976-2016). Predict the reactants needed to synthesize the given product. Given the product [C:1]([C:5]1[CH:6]=[C:7]([C:16](=[N:29][OH:30])[CH2:17][O:18][C:19]2[CH:20]=[CH:21][C:22]([C:23]([OH:25])=[O:24])=[CH:27][CH:28]=2)[CH:8]=[CH:9][C:10]=1[N:11]([CH2:12][CH3:13])[CH2:14][CH3:15])([CH3:3])([CH3:4])[CH3:2], predict the reactants needed to synthesize it. The reactants are: [C:1]([C:5]1[CH:6]=[C:7]([C:16](=[N:29][OH:30])[CH2:17][O:18][C:19]2[CH:28]=[CH:27][C:22]([C:23]([O:25]C)=[O:24])=[CH:21][CH:20]=2)[CH:8]=[CH:9][C:10]=1[N:11]([CH2:14][CH3:15])[CH2:12][CH3:13])([CH3:4])([CH3:3])[CH3:2].[OH-].[Na+].[Cl-].[NH4+].Cl.